Dataset: Forward reaction prediction with 1.9M reactions from USPTO patents (1976-2016). Task: Predict the product of the given reaction. Given the reactants C[O:2][C:3](=[O:28])[CH2:4][CH2:5][CH2:6][CH2:7][CH2:8][CH2:9][CH2:10][NH:11][C:12](=[O:27])[CH:13]=[C:14]1[C:26]2[CH:25]=[CH:24][CH:23]=[CH:22][C:21]=2[C:20]2[C:15]1=[CH:16][CH:17]=[CH:18][CH:19]=2.CO.[Li+].[OH-].Cl, predict the reaction product. The product is: [CH:16]1[C:15]2[C:14](=[CH:13][C:12]([NH:11][CH2:10][CH2:9][CH2:8][CH2:7][CH2:6][CH2:5][CH2:4][C:3]([OH:28])=[O:2])=[O:27])[C:26]3[C:21](=[CH:22][CH:23]=[CH:24][CH:25]=3)[C:20]=2[CH:19]=[CH:18][CH:17]=1.